Dataset: Forward reaction prediction with 1.9M reactions from USPTO patents (1976-2016). Task: Predict the product of the given reaction. (1) Given the reactants [CH2:1]([NH:8][C:9]1[C:14]([N+:15]([O-:17])=[O:16])=[C:13]([NH:18][CH2:19][C:20]2[CH:25]=[CH:24][CH:23]=[CH:22][CH:21]=2)[N:12]=[C:11]([CH2:26][CH:27]=[O:28])[CH:10]=1)[C:2]1[CH:7]=[CH:6][CH:5]=[CH:4][CH:3]=1.[BH4-].[Na+], predict the reaction product. The product is: [CH2:1]([NH:8][C:9]1[C:14]([N+:15]([O-:17])=[O:16])=[C:13]([NH:18][CH2:19][C:20]2[CH:25]=[CH:24][CH:23]=[CH:22][CH:21]=2)[N:12]=[C:11]([CH2:26][CH2:27][OH:28])[CH:10]=1)[C:2]1[CH:7]=[CH:6][CH:5]=[CH:4][CH:3]=1. (2) Given the reactants FC(F)(F)S([O:6][Si:7]([C:10]([CH3:13])([CH3:12])[CH3:11])([CH3:9])[CH3:8])(=O)=O.[Br:16][C:17]1[CH:21]=[CH:20][O:19][C:18]=1[CH2:22][CH2:23]O.N1C=CC=CC=1.O, predict the reaction product. The product is: [Br:16][C:17]1[CH:21]=[CH:20][O:19][C:18]=1[CH2:22][CH2:23][O:6][Si:7]([C:10]([CH3:13])([CH3:12])[CH3:11])([CH3:9])[CH3:8]. (3) Given the reactants [NH2:1][C:2]1[N:6]([CH:7]2[CH2:12][CH2:11][CH2:10][NH:9][CH2:8]2)[N:5]=[C:4]([C:13]2[CH:18]=[CH:17][C:16]([O:19][C:20]3[CH:25]=[CH:24][CH:23]=[CH:22][CH:21]=3)=[CH:15][CH:14]=2)[C:3]=1[C:26]([NH2:28])=[O:27].[Cl:29][CH2:30][C:31](Cl)=[O:32], predict the reaction product. The product is: [NH2:1][C:2]1[N:6]([CH:7]2[CH2:12][CH2:11][CH2:10][N:9]([C:31](=[O:32])[CH2:30][Cl:29])[CH2:8]2)[N:5]=[C:4]([C:13]2[CH:14]=[CH:15][C:16]([O:19][C:20]3[CH:25]=[CH:24][CH:23]=[CH:22][CH:21]=3)=[CH:17][CH:18]=2)[C:3]=1[C:26]([NH2:28])=[O:27]. (4) Given the reactants [CH3:1][C:2]1[NH:3][C:4](=O)[C:5]2[NH:10][C:9]([CH3:11])=[CH:8][C:6]=2[N:7]=1.O=P(Cl)(Cl)[Cl:15], predict the reaction product. The product is: [Cl:15][C:4]1[C:5]2[NH:10][C:9]([CH3:11])=[CH:8][C:6]=2[N:7]=[C:2]([CH3:1])[N:3]=1. (5) Given the reactants [OH:1][C:2]1[CH:7]=[C:6]([O:8][CH2:9][O:10][CH3:11])[CH:5]=[CH:4][C:3]=1[C:12]1[C:13]([CH2:25][OH:26])=[C:14]2[C:19](=[CH:20][CH:21]=1)[NH:18][C:17]([CH3:23])([CH3:22])[CH:16]=[C:15]2[CH3:24].CI.[C:29](=O)([O-])[O-].[K+].[K+], predict the reaction product. The product is: [OH:26][CH2:25][C:13]1[C:12]([C:3]2[CH:4]=[CH:5][C:6]([O:8][CH2:9][O:10][CH3:11])=[CH:7][C:2]=2[O:1][CH3:29])=[CH:21][CH:20]=[C:19]2[C:14]=1[C:15]([CH3:24])=[CH:16][C:17]([CH3:23])([CH3:22])[NH:18]2. (6) The product is: [Cl:43][C:44]1[CH:53]=[CH:52][C:51]2[CH2:50][N:49]([C:5](=[O:7])[CH2:4][CH:1]3[CH2:2][CH2:3]3)[CH2:48][CH2:47][C:46]=2[N:45]=1. Given the reactants [CH:1]1([CH2:4][C:5]([OH:7])=O)[CH2:3][CH2:2]1.CN(C(ON1N=NC2C=CC=CC1=2)=[N+](C)C)C.F[P-](F)(F)(F)(F)F.C1C=CC2N(O)N=NC=2C=1.Cl.[Cl:43][C:44]1[CH:53]=[CH:52][C:51]2[CH2:50][NH:49][CH2:48][CH2:47][C:46]=2[N:45]=1.CCN(C(C)C)C(C)C, predict the reaction product. (7) Given the reactants [CH:1]1([NH:7][S:8]([C:11]2[CH:12]=[C:13]([CH:17]=[CH:18][CH:19]=2)[C:14](O)=[O:15])(=[O:10])=[O:9])[CH2:6][CH2:5][CH2:4][CH2:3][CH2:2]1.B.C1COCC1.CO.Cl, predict the reaction product. The product is: [CH:1]1([NH:7][S:8]([C:11]2[CH:19]=[CH:18][CH:17]=[C:13]([CH2:14][OH:15])[CH:12]=2)(=[O:9])=[O:10])[CH2:6][CH2:5][CH2:4][CH2:3][CH2:2]1. (8) Given the reactants [NH2:1][C:2]1[CH:3]=[C:4]2[C:8](=[CH:9][CH:10]=1)[N:7]([C:11]1[CH:16]=[CH:15][C:14]([NH2:17])=[CH:13][CH:12]=1)[N:6]=[CH:5]2.[NH:18]1[C:26]2[C:21](=[CH:22][CH:23]=[C:24]([C:27]([OH:29])=O)[CH:25]=2)[CH:20]=[CH:19]1, predict the reaction product. The product is: [NH:18]1[C:26]2[C:21](=[CH:22][CH:23]=[C:24]([C:27]([NH:1][C:2]3[CH:3]=[C:4]4[C:8](=[CH:9][CH:10]=3)[N:7]([C:11]3[CH:16]=[CH:15][C:14]([NH:17][C:27]([C:24]5[CH:25]=[C:26]6[C:21]([CH:20]=[CH:19][NH:18]6)=[CH:22][CH:23]=5)=[O:29])=[CH:13][CH:12]=3)[N:6]=[CH:5]4)=[O:29])[CH:25]=2)[CH:20]=[CH:19]1.